This data is from Forward reaction prediction with 1.9M reactions from USPTO patents (1976-2016). The task is: Predict the product of the given reaction. Given the reactants [Cl:1][C:2]1[CH:7]=[CH:6][C:5]([NH:8][C:9]2[C:18]3[C:13](=[CH:14][CH:15]=[C:16]([S:19][CH:20]4[CH2:25][CH2:24][O:23][CH2:22][CH2:21]4)[CH:17]=3)[N:12]=[CH:11][CH:10]=2)=[CH:4][C:3]=1[O:26][CH3:27].[OH:28]OS([O-])=O.[K+].O1CCCC1.[OH2:39], predict the reaction product. The product is: [Cl:1][C:2]1[CH:7]=[CH:6][C:5]([NH:8][C:9]2[C:18]3[C:13](=[CH:14][CH:15]=[C:16]([S:19]([CH:20]4[CH2:21][CH2:22][O:23][CH2:24][CH2:25]4)(=[O:28])=[O:39])[CH:17]=3)[N:12]=[CH:11][CH:10]=2)=[CH:4][C:3]=1[O:26][CH3:27].